Dataset: Reaction yield outcomes from USPTO patents with 853,638 reactions. Task: Predict the reaction yield, written as a fraction of the theoretical maximum amount of product (1.0 means a 100% yield; for example, 0.34 means a 34% yield). (1) The reactants are [OH:1][C:2]1[CH:11]=[CH:10][C:5]2[N:6]=[C:7]([SH:9])[O:8][C:4]=2[CH:3]=1.[C:12](=O)(O)[O-].[Na+].S(OC)(OC)(=O)=O. The catalyst is O. The product is [OH:1][C:2]1[CH:11]=[CH:10][C:5]2[N:6]=[C:7]([S:9][CH3:12])[O:8][C:4]=2[CH:3]=1. The yield is 0.250. (2) The reactants are [NH2:1][CH:2]([CH2:6][C:7]1[CH:12]=[CH:11][C:10]([OH:13])=[CH:9][CH:8]=1)[C:3]([OH:5])=[O:4].Cl[C:15]1[N:20]=[C:19](Cl)[C:18]([N+:22]([O-:24])=[O:23])=[CH:17][N:16]=1.C([N:28]([CH2:32][CH3:33])[CH:29]([CH3:31])C)(C)C.[CH2:34](NCC)C.[CH2:39]1[CH2:43]OC[CH2:40]1. The catalyst is C(OCC)C. The yield is 0.670. The product is [CH2:32]([N:28]([CH2:29][CH3:31])[C:15]1[N:20]=[C:19]([NH:1][CH:2]([CH2:6][C:7]2[CH:8]=[CH:9][C:10]([OH:13])=[CH:11][CH:12]=2)[C:3]([O:5][C:39]([CH3:40])([CH3:43])[CH3:34])=[O:4])[C:18]([N+:22]([O-:24])=[O:23])=[CH:17][N:16]=1)[CH3:33]. (3) The reactants are C([O:5][C:6](=[O:17])[CH2:7][N:8]1[C:16]2[C:11](=[CH:12][CH:13]=[CH:14][CH:15]=2)[CH:10]=[CH:9]1)(C)(C)C.[OH-].[K+]. The catalyst is CO.O. The product is [N:8]1([CH2:7][C:6]([OH:17])=[O:5])[C:16]2[C:11](=[CH:12][CH:13]=[CH:14][CH:15]=2)[CH:10]=[CH:9]1. The yield is 0.797. (4) The reactants are [CH2:1]([N:3]([CH3:28])[C:4]([C:6]1[N:11]=[CH:10][C:9]([O:12][C:13]2[C:18]3[CH:19]=[C:20]([CH3:22])[O:21][C:17]=3[CH:16]=[C:15]([C:23]([O:25]CC)=O)[CH:14]=2)=[CH:8][N:7]=1)=[O:5])[CH3:2].[CH3:29][C:30]1[N:31]=[CH:32][C:33]([NH2:36])=[N:34][CH:35]=1.[Cl-].C[Al+]C. No catalyst specified. The product is [CH2:1]([N:3]([CH3:28])[C:4]([C:6]1[N:11]=[CH:10][C:9]([O:12][C:13]2[C:18]3[CH:19]=[C:20]([CH3:22])[O:21][C:17]=3[CH:16]=[C:15]([C:23](=[O:25])[NH:36][C:33]3[CH:32]=[N:31][C:30]([CH3:29])=[CH:35][N:34]=3)[CH:14]=2)=[CH:8][N:7]=1)=[O:5])[CH3:2]. The yield is 0.610.